The task is: Predict the reactants needed to synthesize the given product.. This data is from Full USPTO retrosynthesis dataset with 1.9M reactions from patents (1976-2016). (1) Given the product [Cl:22][C:7]1[C:6]2[C:11](=[CH:12][CH:13]=[C:4]([N+:1]([O-:3])=[O:2])[CH:5]=2)[N:10]=[C:9]([CH2:14][CH2:15][CH3:16])[CH:8]=1, predict the reactants needed to synthesize it. The reactants are: [N+:1]([C:4]1[CH:5]=[C:6]2[C:11](=[CH:12][CH:13]=1)[N:10]=[C:9]([CH2:14][CH2:15][CH3:16])[CH:8]=[C:7]2O)([O-:3])=[O:2].[OH-].[Na+].P(Cl)(Cl)([Cl:22])=O. (2) Given the product [NH2:13][C:10]1[CH:11]=[CH:12][C:7]([O:6][C:5]2[CH:4]=[CH:3][C:2]([Cl:1])=[CH:28][CH:27]=2)=[C:8]([C:16]2[C:17]([O:24][CH2:25][CH3:26])=[CH:18][C:19](=[O:23])[N:20]([CH3:22])[CH:21]=2)[CH:9]=1, predict the reactants needed to synthesize it. The reactants are: [Cl:1][C:2]1[CH:28]=[CH:27][C:5]([O:6][C:7]2[CH:12]=[CH:11][C:10]([N+:13]([O-])=O)=[CH:9][C:8]=2[C:16]2[C:17]([O:24][CH2:25][CH3:26])=[CH:18][C:19](=[O:23])[N:20]([CH3:22])[CH:21]=2)=[CH:4][CH:3]=1.[Cl-].[NH4+].O. (3) Given the product [CH3:1][C:2]1[N:3]=[C:4]([C:12]2[CH:17]=[CH:16][CH:15]=[C:14]([C:18]([F:21])([F:19])[F:20])[CH:13]=2)[N:5]2[C:10]=1[CH:9]=[N:8][C:7]([NH:11][C:23]1[CH:24]=[C:25]([CH:35]=[CH:36][CH:37]=1)[CH2:26][NH:27][C:28](=[O:34])[O:29][C:30]([CH3:32])([CH3:33])[CH3:31])=[N:6]2, predict the reactants needed to synthesize it. The reactants are: [CH3:1][C:2]1[N:3]=[C:4]([C:12]2[CH:17]=[CH:16][CH:15]=[C:14]([C:18]([F:21])([F:20])[F:19])[CH:13]=2)[N:5]2[C:10]=1[CH:9]=[N:8][C:7]([NH2:11])=[N:6]2.I[C:23]1[CH:24]=[C:25]([CH:35]=[CH:36][CH:37]=1)[CH2:26][NH:27][C:28](=[O:34])[O:29][C:30]([CH3:33])([CH3:32])[CH3:31].C(P(C(C)(C)C)C1C=CC=CC=1C1C=CC=CC=1)(C)(C)C.CC([O-])(C)C.[Na+]. (4) Given the product [Cl:9][C:4]1[N:3]=[C:2]([C:19]#[C:18][C:12]2[C:13]([F:17])=[CH:14][CH:15]=[CH:16][C:11]=2[Cl:10])[C:7]([NH2:8])=[CH:6][N:5]=1, predict the reactants needed to synthesize it. The reactants are: Br[C:2]1[C:7]([NH2:8])=[CH:6][N:5]=[C:4]([Cl:9])[N:3]=1.[Cl:10][C:11]1[CH:16]=[CH:15][CH:14]=[C:13]([F:17])[C:12]=1[C:18]#[CH:19].